This data is from Catalyst prediction with 721,799 reactions and 888 catalyst types from USPTO. The task is: Predict which catalyst facilitates the given reaction. (1) Reactant: [OH-].[Na+].[N:3]1[CH:8]=[CH:7][CH:6]=[CH:5][C:4]=1[N:9]1[C:13]2=[N:14][CH:15]=[CH:16][CH:17]=[C:12]2[C:11]([C:18]([O:20]C)=[O:19])=[CH:10]1.Cl. Product: [N:3]1[CH:8]=[CH:7][CH:6]=[CH:5][C:4]=1[N:9]1[C:13]2=[N:14][CH:15]=[CH:16][CH:17]=[C:12]2[C:11]([C:18]([OH:20])=[O:19])=[CH:10]1. The catalyst class is: 7. (2) Reactant: [F:1][C:2]([F:17])([F:16])[C:3]([C:9]1[CH:14]=[CH:13][C:12](I)=[CH:11][CH:10]=1)([OH:8])[C:4]([F:7])([F:6])[F:5].[CH:18]([C:20]1[CH:25]=[CH:24][C:23](B(O)O)=[CH:22][CH:21]=1)=[O:19].C([O-])([O-])=O.[K+].[K+]. Product: [F:1][C:2]([F:17])([F:16])[C:3]([C:9]1[CH:14]=[CH:13][C:12]([C:23]2[CH:24]=[CH:25][C:20]([CH:18]=[O:19])=[CH:21][CH:22]=2)=[CH:11][CH:10]=1)([OH:8])[C:4]([F:7])([F:6])[F:5]. The catalyst class is: 38.